The task is: Regression/Classification. Given a drug SMILES string, predict its absorption, distribution, metabolism, or excretion properties. Task type varies by dataset: regression for continuous measurements (e.g., permeability, clearance, half-life) or binary classification for categorical outcomes (e.g., BBB penetration, CYP inhibition). Dataset: cyp3a4_veith.. This data is from CYP3A4 inhibition data for predicting drug metabolism from PubChem BioAssay. (1) The compound is O=C(Cn1ccnc1[N+](=O)[O-])NCCO. The result is 0 (non-inhibitor). (2) The compound is O=C(/C=C\c1ccc(O)cc1)c1ccc(O)cc1O. The result is 1 (inhibitor). (3) The molecule is COC(=O)N1CCC2(CC1)CN(C(=O)Nc1ccccc1)C2. The result is 0 (non-inhibitor). (4) The drug is O=C(O)Cc1[nH]cnc1C(=O)O. The result is 0 (non-inhibitor). (5) The drug is Cc1n[nH]c(=S)c2nn(-c3ccccc3)c(C)c12. The result is 0 (non-inhibitor). (6) The compound is Nc1cc(-c2nn[nH]n2)ccc1F. The result is 0 (non-inhibitor). (7) The drug is Cn1nc(C(F)(F)F)c(/C=N/OCc2c(Cl)cccc2Cl)c1Cl. The result is 0 (non-inhibitor). (8) The compound is CCN(CC)CCOc1ccc2c(c1)C(=NO)c1cc(OCCN(CC)CC)ccc1-2.Cl. The result is 0 (non-inhibitor).